From a dataset of Drug-target binding data from BindingDB using Ki measurements. Regression. Given a target protein amino acid sequence and a drug SMILES string, predict the binding affinity score between them. We predict pKi (pKi = -log10(Ki in M); higher means stronger inhibition). Dataset: bindingdb_ki. (1) The compound is CC(C)C[C@@H](NC(=O)[C@H](N)Cc1ccc(O)cc1)C(=O)N[C@H](Cc1ccccc1)C(=O)N[C@@H](CCC(N)=O)C(=O)N1CCC[C@H]1C(=O)N[C@@H](CCC(N)=O)C(=O)N[C@@H](CCCNC(=N)N)C(=O)N[C@@H](Cc1ccccc1)C(N)=O. The target protein (Q9EQD2) has sequence MGKRWDSNSSGSWDHIWSGNDTQHPWYSDINITYMNYYLHQPHVTAVFISSYFLIFFLCMVGNTVVCFVVIRNRYMHTVTNFFIFNLAISDLLVGIFCMPITLLDNIIAGWPFGSSMCKISGLVQGISVAASVFTLVAIAVDRFRCVVYPFKPKLTVKTAFVMIVIIWGLAITIMTPSAIMLHVQEEKYYRVRLSSHNKTSTVYWCREDWPNQEMRRIYTTVLFATIYLAPLSLIVIMYARIGASLFKTSAHSTGKQRLEQWHVSKKKQKVIKMLLTVALLFILSWLPLWTLMMLSDYADLSPNKLRVINIYVYPFAHWLAFCNSSVNPIIYGFFNENFRSGFQDAFQFCQKKVKPQEAYGLRAKRNLDINTSGLLVHEPASQNPSGENLGCRKSADNPTQESLMEETGEATNSTET. The pKi is 9.0. (2) The small molecule is O=C(CCc1ccc(O)c(O)c1)NCCCNCCCCNCCCNC(=O)CCc1ccc(O)c(O)c1. The target protein (P39040) has sequence MSRAYDLVVIGAGSGGLEAGWNAASLHKKRVAVIDLQKHHGPPHYAALGGTCVNVGCVPKKLMVTGANYMDTIRESAGFGWELDRESVRPNWKALIAAKNKAVSGINDSYEGMFADTEGLTFHQGFGALQDNHTVLVRESADPNSAVLETLDTEYILLATGSWPQHLGIEGDDLCITSNEAFYLDEAPKRALCVGGGYISIEFAGIFNAYKARGGQVDLAYRGDMILRGFDSELRKQLTEQLRANGINVRTHENPAKVTKNADGTRHVVFESGAEADYDVVMLAIGRVPRSQTLQLDKAGVEVAKNGAIKVDAYSKTNVDNIYAIGDVTDRVMLTPVAINEGAAFVDTVFANKPRATDHTKVACAVFSIPPMGVCGYVEEDAAKKYDQVAVYESSFTPLMHNISGSTYKKFMVRIVTNHADGEVLGVHMLGDSSPEIIQSVAICLKMGAKISDFYNTIGVHPTSAEELCSMRTPAYFYQKGKRVEKIDSNL. The pKi is 5.7. (3) The compound is Cc1nccn1CC(=O)c1ccc([N+](=O)[O-])cc1. The target protein (P70313) has sequence MGNLKSVGQEPGPPCGLGLGLGLGLCGKQGPASPAPEPSQAPAPPSPTRPAPDHSPPLTRPPDGPRFPRVKNWEVGSITYDTLSAQAQQDGPCTSRRCLGSLVFPRKLQSRPTQGPSPTEQLLGQARDFINQYYNSIKRSGSQAHEQRLQEVEAEVAATGTYQLRESELVFGAKQAWRNAPRCVGRIQWGKLQVFDARDCRTAQEMFTYICNHIKYATNRGNLRSAITVFPQRCPGRGDFRIWNSQLIRYAGYRQQDGSVRGDPANVEITELCIQHGWTPGNGRFDVLPLLLQAPDEPPELFTLPPEMVLEVPLEHPTLEWFAALGLRWYALPAVSNMLLEIGGLEFPAAPFSGWYMSSEIGMRDLCDPHRYNILEDVAVCMDLDTRTTSSLWKDKAAVEINVAVLHSYQLAKVTIVDHHAATASFMKHLENEQKARGGCPADWAWIVPPISGSLTPVFHQEMVNYFLSPAFRYQPDPWKGSAAKGAGITRKKTFKEVAN.... The pKi is 2.7. (4) The drug is NNC(=O)c1[nH]c2ccc(S(N)(=O)=O)cc2c1-c1ccc(Br)cc1. The target protein sequence is MAAAQRQSPIDIVPQHVCCDTDVCKADALNIDYKSGDCCDVLVSEGGFLVNVKRNCGTFLTANHLPSSKFALAQFHAHWGSNSKEGSEHFLDGKQLSGEVHFVFWNTSYESFNVALSKPDGLAVVGVFLKEGKYNDNYHGLIDTVRKATGNATPIAMPKDFHIEHLLPSPDKREFVTYLGSLTTPPYNECVIWTLFTEPVEVSFGQLNVLRNIIPANHRACQDRCDREIRSSFNF. The pKi is 7.9. (5) The compound is COc1ccc(N2CCN(C(=O)c3cc4c(s3)-c3ccccc3S(=O)(=O)C4)CC2)cc1. The target protein sequence is MCGNNMSTPLPAIVPAARKATAAVIFLHGLGDTGHGWAEAFAGIRSSHIKYICPHAPVRPVTLNMNVAMPSWFDLIGLSPDSQEDESGIKQAAENIKALIDQEVKNGIPSNRIILGGFSQGGALSLYTALTTQQKLAGVTALSCWLPLRASFPQGPIGGANRDISILQCHGDCDPLVPLMFGSLTVEKLKTLVNPANVTFKTYEGMMHSSCQQEMMDVKQFIDKLLPPID. The pKi is 6.4. (6) The small molecule is O=C([O-])[C@]1(O)C=C(OCc2ccc3sccc3c2)[C@@H](O)[C@H](O)C1. The target protein (Q48255) has sequence MKILVIQGPNLNMLGHRDPRLYGMVTLDQIHEIMQTFVKQGNLDVELEFFQTNFEGEIIDKIQESVGSDYEGIIINPGAFSHTSIAIADAIMLAGKPVIEVHLTNIQAREEFRKNSYTGAACGGVIMGFGPLGYNMALMAMVNILAEMKAFQEAQKNNPNNPINNQK. The pKi is 6.8.